Dataset: Forward reaction prediction with 1.9M reactions from USPTO patents (1976-2016). Task: Predict the product of the given reaction. (1) Given the reactants [Cl:1][C:2]1[C:3]([C:16]2[CH:21]=[CH:20][CH:19]=[C:18](F)[N:17]=2)=[N:4][C:5]([NH:8][C@H:9]2[CH2:14][CH2:13][C@H:12]([NH2:15])[CH2:11][CH2:10]2)=[N:6][CH:7]=1.[CH:23]1([CH2:29][NH2:30])[CH2:28][CH2:27][CH2:26][CH2:25][CH2:24]1, predict the reaction product. The product is: [Cl:1][C:2]1[C:3]([C:16]2[CH:21]=[CH:20][CH:19]=[C:18]([NH:30][CH2:29][CH:23]3[CH2:28][CH2:27][CH2:26][CH2:25][CH2:24]3)[N:17]=2)=[N:4][C:5]([NH:8][C@H:9]2[CH2:14][CH2:13][C@H:12]([NH2:15])[CH2:11][CH2:10]2)=[N:6][CH:7]=1. (2) Given the reactants C1(OC)C=CC=CC=1.COC1C=CC(C[N:16]2[C:26]3[C:27]4[C:18]([CH2:19][CH2:20][S:21][C:22]=4[N:23]=[C:24]([N:28](C(OC(C)(C)C)=O)C(OC(C)(C)C)=O)[N:25]=3)=[N:17]2)=CC=1, predict the reaction product. The product is: [N:17]1[NH:16][C:26]2[C:27]3[C:18]=1[CH2:19][CH2:20][S:21][C:22]=3[N:23]=[C:24]([NH2:28])[N:25]=2. (3) Given the reactants [CH2:1]([O:3][C:4]1[C:28]([C:29]([F:32])([F:31])[F:30])=[CH:27][C:7]2[NH:8][C:9](=[O:26])[CH2:10][C:11]([C:13]3[CH:18]=[CH:17][CH:16]=[C:15]([N:19]4[C:23]([CH2:24]O)=[CH:22][N:21]=[N:20]4)[CH:14]=3)=[N:12][C:6]=2[CH:5]=1)[CH3:2].O=S(Cl)Cl.[CH:37]1([NH2:40])[CH2:39][CH2:38]1, predict the reaction product. The product is: [CH:37]1([NH:40][CH2:24][C:23]2[N:19]([C:15]3[CH:14]=[C:13]([C:11]4[CH2:10][C:9](=[O:26])[NH:8][C:7]5[CH:27]=[C:28]([C:29]([F:30])([F:31])[F:32])[C:4]([O:3][CH2:1][CH3:2])=[CH:5][C:6]=5[N:12]=4)[CH:18]=[CH:17][CH:16]=3)[N:20]=[N:21][CH:22]=2)[CH2:39][CH2:38]1. (4) Given the reactants [CH2:1]([NH:3][C:4]([NH:6][C:7]1[CH:12]=[CH:11][C:10]([C:13]2[N:14]=[C:15]([N:23]3[CH2:28][CH2:27][O:26][CH2:25][C@@H:24]3[CH3:29])[C:16]3[CH2:22][NH:21][CH2:20][CH2:19][C:17]=3[N:18]=2)=[CH:9][CH:8]=1)=[O:5])[CH3:2].Cl[C:31]([O:33][CH2:34][CH:35]([CH3:37])[CH3:36])=[O:32], predict the reaction product. The product is: [CH2:1]([NH:3][C:4](=[O:5])[NH:6][C:7]1[CH:12]=[CH:11][C:10]([C:13]2[N:14]=[C:15]([N:23]3[CH2:28][CH2:27][O:26][CH2:25][C@@H:24]3[CH3:29])[C:16]3[CH2:22][N:21]([C:31]([O:33][CH2:34][CH:35]([CH3:37])[CH3:36])=[O:32])[CH2:20][CH2:19][C:17]=3[N:18]=2)=[CH:9][CH:8]=1)[CH3:2]. (5) Given the reactants [OH:1][C@H:2]([C@H:6]1[O:11][CH2:10][CH2:9][N:8]([C:12]2[CH:17]=[CH:16][C:15]([CH3:18])=[CH:14][CH:13]=2)[C:7]1=[O:19])[C:3]([OH:5])=O.[NH2:20][C:21]1[CH:22]=[C:23]([CH:26]=[CH:27][C:28]=1[NH2:29])[C:24]#[N:25].CN(C(ON1N=NC2C=CC=NC1=2)=[N+](C)C)C.F[P-](F)(F)(F)(F)F.C(N(C(C)C)C(C)C)C, predict the reaction product. The product is: [NH2:29][C:28]1[CH:27]=[CH:26][C:23]([C:24]#[N:25])=[CH:22][C:21]=1[NH:20][C:3](=[O:5])[C@H:2]([OH:1])[C@H:6]1[O:11][CH2:10][CH2:9][N:8]([C:12]2[CH:17]=[CH:16][C:15]([CH3:18])=[CH:14][CH:13]=2)[C:7]1=[O:19]. (6) Given the reactants Br[C:2]1[CH:11]=[CH:10][C:9]2[N:8]=[CH:7][C:6]3[N:12]([CH3:23])[C:13](=[O:22])[N:14]([C:15]4[C:16]([CH3:21])=[N:17][N:18]([CH3:20])[CH:19]=4)[C:5]=3[C:4]=2[CH:3]=1.[O:24]1[CH2:29][CH2:28][CH2:27][CH2:26][CH:25]1[O:30][CH2:31][CH2:32][N:33]1[CH:37]=[C:36](B2OC(C)(C)C(C)(C)O2)[CH:35]=[N:34]1, predict the reaction product. The product is: [CH3:20][N:18]1[CH:19]=[C:15]([N:14]2[C:5]3[C:4]4[CH:3]=[C:2]([C:36]5[CH:35]=[N:34][N:33]([CH2:32][CH2:31][O:30][CH:25]6[CH2:26][CH2:27][CH2:28][CH2:29][O:24]6)[CH:37]=5)[CH:11]=[CH:10][C:9]=4[N:8]=[CH:7][C:6]=3[N:12]([CH3:23])[C:13]2=[O:22])[C:16]([CH3:21])=[N:17]1.